The task is: Predict the reaction yield, written as a fraction of the theoretical maximum amount of product (1.0 means a 100% yield; for example, 0.34 means a 34% yield).. This data is from Reaction yield outcomes from USPTO patents with 853,638 reactions. (1) The reactants are [Cl:1][C:2]1[C:7]([CH2:8][C:9]([O:11][CH2:12][CH3:13])=[O:10])=[CH:6][N:5]=[CH:4][N:3]=1.[CH:14]([N-]C(C)C)(C)C.[Li+].IC. The catalyst is C1COCC1. The product is [Cl:1][C:2]1[C:7]([CH:8]([CH3:14])[C:9]([O:11][CH2:12][CH3:13])=[O:10])=[CH:6][N:5]=[CH:4][N:3]=1. The yield is 0.310. (2) The reactants are [Br:1][C:2]1[CH:3]=[C:4]2[C:9](=[CH:10][CH:11]=1)[O:8][C:7]([CH3:13])([CH3:12])[CH2:6][C:5]2([CH3:15])[CH3:14].[CH2:16]([O:18]CC)C. The catalyst is ClCCl.[Ti](Cl)(Cl)(Cl)Cl. The product is [Br:1][C:2]1[CH:3]=[C:4]2[C:9](=[C:10]([CH:16]=[O:18])[CH:11]=1)[O:8][C:7]([CH3:13])([CH3:12])[CH2:6][C:5]2([CH3:15])[CH3:14]. The yield is 0.940. (3) The reactants are [CH2:1]([N:3]([CH2:20][CH3:21])[CH2:4][CH2:5][N:6]1[CH2:12][CH2:11][CH2:10][C:9]2[NH:13][C:14]([CH:17]=O)=[C:15]([CH3:16])[C:8]=2[C:7]1=[O:19])[CH3:2].[F:22][C:23]1[CH:24]=[C:25]2[C:29](=[CH:30][C:31]=1[NH:32][CH2:33][C:34]1[CH:39]=[CH:38][C:37]([F:40])=[CH:36][CH:35]=1)[NH:28][C:27](=[O:41])[CH2:26]2. No catalyst specified. The product is [CH2:1]([N:3]([CH2:20][CH3:21])[CH2:4][CH2:5][N:6]1[CH2:12][CH2:11][CH2:10][C:9]2[NH:13][C:14](/[CH:17]=[C:26]3\[C:27](=[O:41])[NH:28][C:29]4[C:25]\3=[CH:24][C:23]([F:22])=[C:31]([NH:32][CH2:33][C:34]3[CH:39]=[CH:38][C:37]([F:40])=[CH:36][CH:35]=3)[CH:30]=4)=[C:15]([CH3:16])[C:8]=2[C:7]1=[O:19])[CH3:2]. The yield is 0.622. (4) The reactants are [Al+3].[Cl-].[Cl-].[Cl-].[Br:5][C:6]1[CH:14]=[CH:13][C:9]([C:10](Cl)=[O:11])=[CH:8][C:7]=1[CH3:15].O.[C:17]1([O:23][CH3:24])[CH:22]=[CH:21][CH:20]=[CH:19][CH:18]=1. No catalyst specified. The product is [Br:5][C:6]1[CH:14]=[CH:13][C:9]([C:10]([C:20]2[CH:21]=[CH:22][C:17]([O:23][CH3:24])=[CH:18][CH:19]=2)=[O:11])=[CH:8][C:7]=1[CH3:15]. The yield is 0.930. (5) The reactants are [F:1][C:2]([F:18])([F:17])[C:3]([NH:5][C@@H:6]1[C:15]2[C:10](=[CH:11][CH:12]=[CH:13][CH:14]=2)[C:9](=[O:16])[CH2:8][CH2:7]1)=[O:4].C(N(CC)CC)C. The catalyst is CN(C=O)C. The product is [F:1][C:2]([F:17])([F:18])[C:3]([NH:5][C@@H:6]1[C:15]2[C:10](=[CH:11][CH:12]=[CH:13][CH:14]=2)[C@H:9]([OH:16])[CH2:8][CH2:7]1)=[O:4]. The yield is 0.880. (6) The yield is 0.950. The catalyst is C(Cl)(Cl)Cl.CCOCC. The product is [CH3:1][O:2][C:3]([C:5]1[C:9]([N+:10]([O-:12])=[O:11])=[CH:8][N:7]([CH:25]2[CH2:26][CH2:27][CH2:28][CH2:29][O:24]2)[N:6]=1)=[O:4]. The reactants are [CH3:1][O:2][C:3]([C:5]1[C:9]([N+:10]([O-:12])=[O:11])=[CH:8][NH:7][N:6]=1)=[O:4].C1(C)C=CC(S(O)(=O)=O)=CC=1.[O:24]1[CH:29]=[CH:28][CH2:27][CH2:26][CH2:25]1. (7) The reactants are Cl[C:2]1[C:7]([N+:8]([O-:10])=[O:9])=[CH:6][C:5]([C:11]([F:14])([F:13])[F:12])=[CH:4][N:3]=1.[CH3:15][N:16]1C(=O)CCC1.C([Cu])#N. The catalyst is CCOC(C)=O. The product is [N+:8]([C:7]1[C:2]([C:15]#[N:16])=[N:3][CH:4]=[C:5]([C:11]([F:14])([F:13])[F:12])[CH:6]=1)([O-:10])=[O:9]. The yield is 0.337.